From a dataset of Forward reaction prediction with 1.9M reactions from USPTO patents (1976-2016). Predict the product of the given reaction. (1) Given the reactants [CH3:1][C:2]1[O:6][C:5]([C:7]2[S:8][CH:9]=[CH:10][CH:11]=2)=[N:4][C:3]=1[CH2:12][C:13](O)=O.C(OC1C=CC(C2OC(C)=C(CC(O)=O)[N:34]=2)=CC=1)C1C=CC=CC=1.C(Cl)(Cl)Cl, predict the reaction product. The product is: [CH3:1][C:2]1[O:6][C:5]([C:7]2[S:8][CH:9]=[CH:10][CH:11]=2)=[N:4][C:3]=1[CH2:12][C:13]#[N:34]. (2) Given the reactants C[O:2][C:3]([C:5]1[CH:13]=[C:12]2[C:8]([C:9](C3CCCCC3)=[C:10]([C:18]3[CH:19]=[C:20]4[C:25](=[CH:26][CH:27]=3)[N:24]=[C:23]([C:28]3[S:32][C:31]([CH3:33])=[N:30][C:29]=3[CH3:34])[CH:22]=[CH:21]4)[N:11]2[CH2:14][C:15]([OH:17])=O)=[CH:7][CH:6]=1)=[O:4].COC([C:45]1[CH:53]=[C:52]2[C:48](C(C3CCCCC3)=C([C:45]3[CH:53]=[C:52]4[C:48](=[CH:47][CH:46]=3)N=C(C3SC(C)=NC=3C)C=C4)N2CC(=O)N(C)C)=[CH:47][CH:46]=1)=O.CNC.[NH:86]1[CH2:91][CH2:90][CH2:89][CH2:88][CH2:87]1, predict the reaction product. The product is: [O:17]=[C:15]([N:86]1[CH2:91][CH2:90][CH2:89][CH2:88][CH2:87]1)[CH2:14][N:11]1[C:12]2[C:8](=[CH:7][CH:6]=[C:5]([C:3]([OH:2])=[O:4])[CH:13]=2)[CH:9]=[C:10]1[C:18]1[CH:19]=[C:20]2[C:25](=[CH:26][CH:27]=1)[N:24]=[C:23]([C:28]1[S:32][C:31]([CH3:33])=[N:30][C:29]=1[CH3:34])[C:22]([CH:45]1[CH2:53][CH2:52][CH2:48][CH2:47][CH2:46]1)=[CH:21]2. (3) Given the reactants [NH2:1][C@@H:2]1[CH2:7][CH2:6][CH2:5][N:4](C(OC(C)(C)C)=O)[CH2:3]1.[Cl:15][C:16]1[C:24]([CH3:25])=[C:23]2[C:19]([CH:20]=[C:21]([C:26](O)=[O:27])[NH:22]2)=[CH:18][CH:17]=1.N, predict the reaction product. The product is: [Cl:15][C:16]1[C:24]([CH3:25])=[C:23]2[C:19]([CH:20]=[C:21]([C:26]([NH:1][C@@H:2]3[CH2:7][CH2:6][CH2:5][NH:4][CH2:3]3)=[O:27])[NH:22]2)=[CH:18][CH:17]=1. (4) Given the reactants [C:1]([C:3]1[CH:8]=[C:7]([O:9][CH3:10])[C:6]([C:11]2[C:17](=[O:18])[CH:16]3[CH2:19][CH:13]([CH2:14][CH2:15]3)[C:12]=2[O:20][CH3:21])=[C:5]([F:22])[CH:4]=1)#[CH:2].C(=O)([O-])[O-].[K+].[K+].O.O.O.[F-].C([N+](CCCC)(CCCC)CCCC)CCC.C(Cl)(Cl)(Cl)[Cl:51], predict the reaction product. The product is: [Cl:51][C:2]#[C:1][C:3]1[CH:8]=[C:7]([O:9][CH3:10])[C:6]([C:11]2[C:17](=[O:18])[CH:16]3[CH2:19][CH:13]([CH2:14][CH2:15]3)[C:12]=2[O:20][CH3:21])=[C:5]([F:22])[CH:4]=1. (5) Given the reactants FC1C=CC([C:8]2([C:12]3C4C(=CC=C(OCCN)C=4)CC[N:13]=3)CCC2)=CC=1.[Cl:26][C:27]1[CH:32]=[CH:31][C:30]([C:33]2([C:37]3[C:46]4[C:41](=[CH:42][C:43]([OH:47])=[CH:44][CH:45]=4)[CH2:40][CH2:39][N:38]=3)[CH2:36][CH2:35][CH2:34]2)=[CH:29][CH:28]=1, predict the reaction product. The product is: [Cl:26][C:27]1[CH:28]=[CH:29][C:30]([C:33]2([C:37]3[C:46]4[C:41](=[CH:42][C:43]([O:47][CH2:8][CH2:12][NH2:13])=[CH:44][CH:45]=4)[CH2:40][CH2:39][N:38]=3)[CH2:36][CH2:35][CH2:34]2)=[CH:31][CH:32]=1. (6) Given the reactants CCN(C(C)C)C(C)C.[OH:10][C:11]1[C:18]([OH:19])=[C:17]([O:20][CH3:21])[CH:16]=[CH:15][C:12]=1[CH:13]=[O:14].[CH2:22](Cl)[O:23][CH3:24].CCCCCC.C[CH2:33][O:34][C:35](C)=O, predict the reaction product. The product is: [CH3:21][O:20][C:17]1[CH:16]=[CH:15][C:12]([CH:13]=[O:14])=[C:11]([O:10][CH2:22][O:23][CH3:24])[C:18]=1[O:19][CH2:33][O:34][CH3:35].